Dataset: Forward reaction prediction with 1.9M reactions from USPTO patents (1976-2016). Task: Predict the product of the given reaction. Given the reactants [OH:1][C:2]([CH3:35])([CH3:34])[CH2:3][C@@:4]1([C:28]2[CH:33]=[CH:32][CH:31]=[CH:30][CH:29]=2)[O:9][C:8](=[O:10])[N:7]([C@H:11]([C:13]2[CH:18]=[CH:17][C:16](B3OC(C)(C)C(C)(C)O3)=[CH:15][CH:14]=2)[CH3:12])[CH2:6][CH2:5]1.Br[C:37]1[CH:42]=[CH:41][N:40]([CH2:43][CH:44]([CH3:47])[CH2:45][OH:46])[C:39](=[O:48])[CH:38]=1, predict the reaction product. The product is: [OH:1][C:2]([CH3:34])([CH3:35])[CH2:3][C@@:4]1([C:28]2[CH:33]=[CH:32][CH:31]=[CH:30][CH:29]=2)[O:9][C:8](=[O:10])[N:7]([C@H:11]([C:13]2[CH:14]=[CH:15][C:16]([C:37]3[CH:42]=[CH:41][N:40]([CH2:43][CH:44]([CH3:47])[CH2:45][OH:46])[C:39](=[O:48])[CH:38]=3)=[CH:17][CH:18]=2)[CH3:12])[CH2:6][CH2:5]1.